From a dataset of Full USPTO retrosynthesis dataset with 1.9M reactions from patents (1976-2016). Predict the reactants needed to synthesize the given product. (1) Given the product [F:1][C:2]1[CH:29]=[CH:28][C:5]2[S:6][C:7]([C:9]3[C:18]([N:19]([CH:21]([CH3:22])[CH3:23])[CH3:20])=[N:17][C:16]4[C:11](=[CH:12][CH:13]=[C:14]([C:24]([OH:26])=[O:25])[CH:15]=4)[N:10]=3)=[CH:8][C:4]=2[CH:3]=1, predict the reactants needed to synthesize it. The reactants are: [F:1][C:2]1[CH:29]=[CH:28][C:5]2[S:6][C:7]([C:9]3[C:18]([N:19]([CH:21]([CH3:23])[CH3:22])[CH3:20])=[N:17][C:16]4[C:11](=[CH:12][CH:13]=[C:14]([C:24]([O:26]C)=[O:25])[CH:15]=4)[N:10]=3)=[CH:8][C:4]=2[CH:3]=1.[OH-].[Na+].O. (2) Given the product [Cl:1][C:2]1[CH:3]=[C:4]([NH:5][C:21]([C:17]2[N:18]([CH3:20])[CH:19]=[C:15]([S:12]([Cl:11])(=[O:14])=[O:13])[CH:16]=2)=[O:22])[CH:6]=[C:7]([Cl:10])[C:8]=1[F:9], predict the reactants needed to synthesize it. The reactants are: [Cl:1][C:2]1[CH:3]=[C:4]([CH:6]=[C:7]([Cl:10])[C:8]=1[F:9])[NH2:5].[Cl:11][S:12]([C:15]1[CH:16]=[C:17]([C:21](Cl)=[O:22])[N:18]([CH3:20])[CH:19]=1)(=[O:14])=[O:13]. (3) Given the product [NH2:1][C:2]1[CH:3]=[CH:4][C:5]([Cl:20])=[C:6]([NH:8][S:9]([C:12]2[CH:17]=[CH:16][C:15]([C:29]3[O:30][C:31]([CH3:34])=[CH:32][CH:33]=3)=[C:14]([F:19])[CH:13]=2)(=[O:11])=[O:10])[CH:7]=1, predict the reactants needed to synthesize it. The reactants are: [NH2:1][C:2]1[CH:3]=[CH:4][C:5]([Cl:20])=[C:6]([NH:8][S:9]([C:12]2[CH:17]=[CH:16][C:15](Br)=[C:14]([F:19])[CH:13]=2)(=[O:11])=[O:10])[CH:7]=1.CC1(C)C(C)(C)OB([C:29]2[O:30][C:31]([CH3:34])=[CH:32][CH:33]=2)O1.C(=O)([O-])[O-].[Na+].[Na+].COCCOC. (4) Given the product [Cl:27][C:28]1[N:29]=[CH:30][CH:31]=[C:32]2[C:33]=1[CH:34]=[C:7]([C:1]1[CH:2]=[CH:3][CH:4]=[CH:5][CH:6]=1)[C:8]([C:10]1[CH:11]=[CH:12][C:13]([C:16]3([NH:19][C:20](=[O:26])[O:21][C:22]([CH3:24])([CH3:23])[CH3:25])[CH2:17][CH2:18]3)=[CH:14][CH:15]=1)=[N:36]2, predict the reactants needed to synthesize it. The reactants are: [C:1]1([CH2:7][C:8]([C:10]2[CH:15]=[CH:14][C:13]([C:16]3([NH:19][C:20](=[O:26])[O:21][C:22]([CH3:25])([CH3:24])[CH3:23])[CH2:18][CH2:17]3)=[CH:12][CH:11]=2)=O)[CH:6]=[CH:5][CH:4]=[CH:3][CH:2]=1.[Cl:27][C:28]1[C:33]([CH:34]=O)=[C:32]([NH:36]C(=O)OC(C)(C)C)[CH:31]=[CH:30][N:29]=1.C(=O)([O-])[O-].[K+].[K+]. (5) The reactants are: [Mg].Br[C:3]1[CH:8]=[CH:7][C:6]([CH2:9][CH2:10][CH2:11][CH2:12][CH2:13][CH2:14][CH2:15][CH3:16])=[CH:5][CH:4]=1.C([O:19][C:20]1[CH2:25][CH2:24][CH2:23][C:22](=O)[CH:21]=1)C.Cl. Given the product [CH2:9]([C:6]1[CH:7]=[CH:8][C:3]([C:22]2[CH2:23][CH2:24][CH2:25][C:20](=[O:19])[CH:21]=2)=[CH:4][CH:5]=1)[CH2:10][CH2:11][CH2:12][CH2:13][CH2:14][CH2:15][CH3:16], predict the reactants needed to synthesize it.